Dataset: Full USPTO retrosynthesis dataset with 1.9M reactions from patents (1976-2016). Task: Predict the reactants needed to synthesize the given product. (1) The reactants are: Br[C:2]1[CH:3]=[CH:4][C:5]([N:15]2[CH2:19][CH2:18][CH2:17][CH:16]2[CH3:20])=[C:6](/[CH:8]=[CH:9]/[C:10]([O:12][CH2:13][CH3:14])=[O:11])[CH:7]=1.[CH2:21]([O:25][CH2:26][CH2:27][O:28][C:29]1[CH:34]=[CH:33][C:32](OB(O)O)=[CH:31][CH:30]=1)[CH2:22][CH2:23][CH3:24].C(=O)([O-])[O-].[K+].[K+]. Given the product [CH2:21]([O:25][CH2:26][CH2:27][O:28][C:29]1[CH:30]=[CH:31][C:32]([C:2]2[CH:3]=[CH:4][C:5]([N:15]3[CH2:19][CH2:18][CH2:17][CH:16]3[CH3:20])=[C:6](/[CH:8]=[CH:9]/[C:10]([O:12][CH2:13][CH3:14])=[O:11])[CH:7]=2)=[CH:33][CH:34]=1)[CH2:22][CH2:23][CH3:24], predict the reactants needed to synthesize it. (2) Given the product [CH3:44][C:43]1[N:45]=[C:38]([C:35]2[N:36]=[CH:37][C:32]([O:31][C:29]3[CH:28]=[CH:27][C:24]4[CH2:25][CH2:26][N:20]([C:18]([O:17][C:14]([CH3:15])([CH3:13])[CH3:16])=[O:19])[CH2:21][CH2:22][C:23]=4[CH:30]=3)=[N:33][CH:34]=2)[O:40][N:42]=1, predict the reactants needed to synthesize it. The reactants are: O=C(N1C=CN=C1)N1C=CN=C1.[CH3:13][C:14]([O:17][C:18]([N:20]1[CH2:26][CH2:25][C:24]2[CH:27]=[CH:28][C:29]([O:31][C:32]3[N:33]=[CH:34][C:35]([C:38]([OH:40])=O)=[N:36][CH:37]=3)=[CH:30][C:23]=2[CH2:22][CH2:21]1)=[O:19])([CH3:16])[CH3:15].O[NH:42]/[C:43](=[N:45]/[H])/[CH3:44]. (3) Given the product [CH2:26]([C:28]1[N:29]([CH2:2][C:3]2[CH:4]=[C:5]([C:9]3[CH:13]=[C:12]([CH2:14][CH:15]([CH3:17])[CH3:16])[S:11][C:10]=3[S:18]([NH:21][C:22]([CH3:25])([CH3:24])[CH3:23])(=[O:20])=[O:19])[CH:6]=[CH:7][CH:8]=2)[CH:30]=[CH:31][N:32]=1)[CH3:27], predict the reactants needed to synthesize it. The reactants are: Br[CH2:2][C:3]1[CH:4]=[C:5]([C:9]2[CH:13]=[C:12]([CH2:14][CH:15]([CH3:17])[CH3:16])[S:11][C:10]=2[S:18]([NH:21][C:22]([CH3:25])([CH3:24])[CH3:23])(=[O:20])=[O:19])[CH:6]=[CH:7][CH:8]=1.[CH2:26]([C:28]1[NH:29][CH:30]=[CH:31][N:32]=1)[CH3:27]. (4) The reactants are: [OH:1][C:2]1[C:11]2[C:6](=[CH:7][CH:8]=[CH:9][CH:10]=2)[O:5][C:4](=[O:12])[CH:3]=1. Given the product [CH2:2]([C:3]1[C:4](=[O:12])[O:5][C:6]2[C:11]([C:2]=1[OH:1])=[CH:10][CH:9]=[CH:8][CH:7]=2)[C:11]1[CH:6]=[CH:7][CH:8]=[CH:9][CH:10]=1, predict the reactants needed to synthesize it. (5) Given the product [CH2:34]([O:41][CH2:26][CH2:27][S:28]([NH:1][C:2]1[CH:7]=[N:6][CH:5]=[C:4]([C:8]2[N:9]([CH3:17])[C:10]3[C:15]([CH:16]=2)=[CH:14][CH:13]=[CH:12][CH:11]=3)[CH:3]=1)(=[O:30])=[O:29])[C:35]1[CH:40]=[CH:39][CH:38]=[CH:37][CH:36]=1, predict the reactants needed to synthesize it. The reactants are: [NH2:1][C:2]1[CH:3]=[C:4]([C:8]2[N:9]([CH3:17])[C:10]3[C:15]([CH:16]=2)=[CH:14][CH:13]=[CH:12][CH:11]=3)[CH:5]=[N:6][CH:7]=1.C(N(CC)CC)C.Cl[CH2:26][CH2:27][S:28](Cl)(=[O:30])=[O:29].[H-].[Na+].[CH2:34]([OH:41])[C:35]1[CH:40]=[CH:39][CH:38]=[CH:37][CH:36]=1. (6) Given the product [CH2:1]([NH:6][C:10]([C:12]1[S:13][C:14]([N:17]2[CH2:18][CH2:19][N:20]([C:23](=[O:34])[C:24]3[CH:29]=[CH:28][CH:27]=[CH:26][C:25]=3[C:30]([F:33])([F:32])[F:31])[CH2:21][CH2:22]2)=[N:15][N:16]=1)=[O:9])[CH2:2][CH2:3][CH2:4][CH3:5], predict the reactants needed to synthesize it. The reactants are: [CH2:1]([NH2:6])[CH2:2][CH2:3][CH2:4][CH3:5].C([O:9][C:10]([C:12]1[S:13][C:14]([N:17]2[CH2:22][CH2:21][N:20]([C:23](=[O:34])[C:24]3[CH:29]=[CH:28][CH:27]=[CH:26][C:25]=3[C:30]([F:33])([F:32])[F:31])[CH2:19][CH2:18]2)=[N:15][N:16]=1)=O)C. (7) Given the product [CH3:1][O:2][C:3]1[C:11]2[S:10][C:9]([C:27]#[N:28])=[CH:8][C:7]=2[CH:6]=[CH:5][CH:4]=1, predict the reactants needed to synthesize it. The reactants are: [CH3:1][O:2][C:3]1[C:11]2[S:10][CH:9]=[CH:8][C:7]=2[CH:6]=[CH:5][CH:4]=1.C([Li])CCC.S([C:27]#[N:28])(C1C=CC(C)=CC=1)(=O)=O. (8) Given the product [CH3:1][N:2]1[C:10]2[C:5](=[CH:6][CH:7]=[C:8]([NH2:11])[CH:9]=2)[CH:4]=[N:3]1, predict the reactants needed to synthesize it. The reactants are: [CH3:1][N:2]1[C:10]2[C:5](=[CH:6][CH:7]=[C:8]([N+:11]([O-])=O)[CH:9]=2)[CH:4]=[N:3]1.OCC1(OC[C@@H](O)[C@@H](O)[C@H]1O)O.